This data is from Full USPTO retrosynthesis dataset with 1.9M reactions from patents (1976-2016). The task is: Predict the reactants needed to synthesize the given product. (1) Given the product [C:9]1([C@@H:50]([CH:47]2[CH2:48][CH2:49][N:44]([C:42]([O:41][CH2:34][C:35]3[CH:40]=[CH:39][CH:38]=[CH:37][CH:36]=3)=[O:43])[CH2:45][CH2:46]2)[CH2:51][C:52]([N:54]2[C@H:58]([C:59]3[CH:60]=[CH:61][CH:62]=[CH:63][CH:64]=3)[C@H:57]([CH3:65])[N:56]([CH3:66])[C:55]2=[O:67])=[O:53])[CH:14]=[CH:13][CH:12]=[CH:11][CH:10]=1, predict the reactants needed to synthesize it. The reactants are: CN(CCN(C)C)C.[C:9]1([Mg]Br)[CH:14]=[CH:13][CH:12]=[CH:11][CH:10]=1.[O-]S(C(F)(F)F)(=O)=O.C([B+]CCCC)CCC.[CH2:34]([O:41][C:42]([N:44]1[CH2:49][CH2:48][CH:47]([CH:50]=[CH:51][C:52]([N:54]2[C@H:58]([C:59]3[CH:64]=[CH:63][CH:62]=[CH:61][CH:60]=3)[C@H:57]([CH3:65])[N:56]([CH3:66])[C:55]2=[O:67])=[O:53])[CH2:46][CH2:45]1)=[O:43])[C:35]1[CH:40]=[CH:39][CH:38]=[CH:37][CH:36]=1. (2) Given the product [Br:10][C:11]1[CH:12]=[CH:13][C:14]2[N:15]([N:17]=[C:18]([C:20]([NH:9][CH2:8][C:5]3[CH:6]=[CH:7][C:2]([CH3:1])=[CH:3][CH:4]=3)=[O:21])[N:19]=2)[CH:16]=1, predict the reactants needed to synthesize it. The reactants are: [CH3:1][C:2]1[CH:3]=[CH:4][C:5]([CH2:8][NH2:9])=[CH:6][CH:7]=1.[Br:10][C:11]1[CH:12]=[CH:13][C:14]2[N:15]([N:17]=[C:18]([C:20](OCC)=[O:21])[N:19]=2)[CH:16]=1. (3) Given the product [C:12]([O:11][C:9](=[O:10])[N:27]([CH2:26][CH2:25][O:24][C:18]1[CH:19]=[CH:20][C:21]([F:23])=[CH:22][C:17]=1[Br:16])[CH2:28][CH2:29][NH:30][S:31]([C:34]1[C:35]2[CH:36]=[CH:37][N:38]=[CH:39][C:40]=2[CH:41]=[CH:42][CH:43]=1)(=[O:33])=[O:32])([CH3:13])([CH3:14])[CH3:15], predict the reactants needed to synthesize it. The reactants are: [C:9](O[C:9]([O:11][C:12]([CH3:15])([CH3:14])[CH3:13])=[O:10])([O:11][C:12]([CH3:15])([CH3:14])[CH3:13])=[O:10].[Br:16][C:17]1[CH:22]=[C:21]([F:23])[CH:20]=[CH:19][C:18]=1[O:24][CH2:25][CH2:26][NH:27][CH2:28][CH2:29][NH:30][S:31]([C:34]1[C:35]2[CH:36]=[CH:37][N:38]=[CH:39][C:40]=2[CH:41]=[CH:42][CH:43]=1)(=[O:33])=[O:32]. (4) Given the product [Br:1][C:2]1[CH:7]=[C:6]([CH:8]([CH3:16])[C:9]([O:11][C:12]([CH3:14])([CH3:13])[CH3:15])=[O:10])[CH:5]=[CH:4][C:3]=1[N:17]1[CH2:18][C:19]2[C:20](=[CH:24][CH:25]=[CH:26][CH:27]=2)[C:21]1=[O:23], predict the reactants needed to synthesize it. The reactants are: [Br:1][C:2]1[CH:7]=[C:6]([CH:8]([CH3:16])[C:9]([O:11][C:12]([CH3:15])([CH3:14])[CH3:13])=[O:10])[CH:5]=[CH:4][C:3]=1[NH:17][CH2:18][C:19]1[CH:27]=[CH:26][CH:25]=[CH:24][C:20]=1[C:21]([OH:23])=O.Cl.CN(C)CCCN=C=NCC. (5) Given the product [F:18][C:15]1[CH:16]=[CH:17][C:12]([C:7]2[C:6]([C:4]([OH:3])=[O:5])=[C:10](/[CH:11]=[CH:19]/[C:20]3[CH:25]=[CH:24][CH:23]=[CH:22][CH:21]=3)[O:9][N:8]=2)=[N:13][CH:14]=1, predict the reactants needed to synthesize it. The reactants are: C([O:3][C:4]([C:6]1[C:7]([C:12]2[CH:17]=[CH:16][C:15]([F:18])=[CH:14][N:13]=2)=[N:8][O:9][C:10]=1[CH3:11])=[O:5])C.[CH:19](=O)[C:20]1[CH:25]=[CH:24][CH:23]=[CH:22][CH:21]=1.CC[O-].[Na+].Cl. (6) Given the product [CH3:1][O:2][C:3]1[CH:11]=[CH:10][C:9]([CH2:12][N:13]2[CH:17]=[N:16][N:15]=[N:14]2)=[CH:8][C:4]=1[C:5]([Cl:21])=[O:6], predict the reactants needed to synthesize it. The reactants are: [CH3:1][O:2][C:3]1[CH:11]=[CH:10][C:9]([CH2:12][N:13]2[CH:17]=[N:16][N:15]=[N:14]2)=[CH:8][C:4]=1[C:5](O)=[O:6].C(Cl)(=O)C([Cl:21])=O. (7) Given the product [N+:1]([C:4]1[CH:5]=[CH:6][C:7]([N:10]2[CH2:15][CH2:14][N:13]([C:17]3[CH:18]=[CH:19][C:20]4[N:21]([C:23]([C:26]([F:27])([F:29])[F:28])=[N:24][N:25]=4)[N:22]=3)[CH2:12][CH2:11]2)=[CH:8][CH:9]=1)([O-:3])=[O:2], predict the reactants needed to synthesize it. The reactants are: [N+:1]([C:4]1[CH:9]=[CH:8][C:7]([N:10]2[CH2:15][CH2:14][NH:13][CH2:12][CH2:11]2)=[CH:6][CH:5]=1)([O-:3])=[O:2].Cl[C:17]1[CH:18]=[CH:19][C:20]2[N:21]([C:23]([C:26]([F:29])([F:28])[F:27])=[N:24][N:25]=2)[N:22]=1. (8) Given the product [CH3:18][O:19][C:20]1[CH:29]=[C:28]([O:30][CH3:31])[CH:27]=[CH:26][C:21]=1[CH2:22][NH:23][C:24]([NH:6][C@H:5]([C:4]([O:3][CH3:2])=[O:10])[CH:7]([CH3:9])[CH3:8])=[O:25], predict the reactants needed to synthesize it. The reactants are: Cl.[CH3:2][O:3][C:4](=[O:10])[C@H:5]([CH:7]([CH3:9])[CH3:8])[NH2:6].C(N(CC)CC)C.[CH3:18][O:19][C:20]1[CH:29]=[C:28]([O:30][CH3:31])[CH:27]=[CH:26][C:21]=1[CH2:22][N:23]=[C:24]=[O:25]. (9) Given the product [S:12]1[CH:13]=[CH:14][C:15]2[C:7]([C:18]#[N:19])=[CH:8][CH:9]=[CH:10][C:11]1=2, predict the reactants needed to synthesize it. The reactants are: FC(F)(F)S(O[C:7]1[C:15]2[CH:14]=[CH:13][S:12][C:11]=2[CH:10]=[CH:9][CH:8]=1)(=O)=O.[CH3:18][N:19]1CCCC1=O.